From a dataset of Reaction yield outcomes from USPTO patents with 853,638 reactions. Predict the reaction yield, written as a fraction of the theoretical maximum amount of product (1.0 means a 100% yield; for example, 0.34 means a 34% yield). (1) The reactants are [NH2:1][C:2](=[O:43])[CH2:3][C:4]1[CH:42]=[CH:41][CH:40]=[CH:39][C:5]=1[CH2:6][CH2:7][C:8]1[C:13]([C:14]([F:17])([F:16])[F:15])=[CH:12][N:11]=[C:10]([NH:18][C:19]2[CH:24]=[CH:23][C:22]([CH:25]3[CH2:30][CH2:29][N:28](C(OC(C)(C)C)=O)[CH2:27][CH2:26]3)=[CH:21][C:20]=2[F:38])[N:9]=1.C(O)(C(F)(F)F)=O.C(Cl)Cl. The catalyst is C1COCC1. The product is [F:38][C:20]1[CH:21]=[C:22]([CH:25]2[CH2:30][CH2:29][NH:28][CH2:27][CH2:26]2)[CH:23]=[CH:24][C:19]=1[NH:18][C:10]1[N:9]=[C:8]([CH2:7][CH2:6][C:5]2[CH:39]=[CH:40][CH:41]=[CH:42][C:4]=2[CH2:3][C:2]([NH2:1])=[O:43])[C:13]([C:14]([F:16])([F:15])[F:17])=[CH:12][N:11]=1. The yield is 0.910. (2) The reactants are [N-:1]=[N+:2]=[N-:3].[Na+].Br[CH2:6][C:7]1[CH:22]=[CH:21][C:10]([CH2:11][C:12]2[CH:17]=[CH:16][C:15]([N+:18]([O-:20])=[O:19])=[CH:14][CH:13]=2)=[CH:9][CH:8]=1.O. The catalyst is CN(C)C=O. The product is [N:1]([CH2:6][C:7]1[CH:8]=[CH:9][C:10]([CH2:11][C:12]2[CH:17]=[CH:16][C:15]([N+:18]([O-:20])=[O:19])=[CH:14][CH:13]=2)=[CH:21][CH:22]=1)=[N+:2]=[N-:3]. The yield is 0.620. (3) The reactants are [CH3:1][O:2][C:3]1[CH:4]=[C:5]([C:11]2[CH:16]=[C:15]([C:17]([F:20])([F:19])[F:18])[N:14]3[N:21]=[C:22]([C:24]4[CH2:29][CH2:28][N:27]([C:30]([O:32][C:33]([CH3:36])([CH3:35])[CH3:34])=[O:31])[CH:26]([CH3:37])[CH:25]=4)[CH:23]=[C:13]3[N:12]=2)[CH:6]=[CH:7][C:8]=1[O:9][CH3:10].[H][H].C1(C)C=CC=CC=1. The catalyst is CO.[Pd]. The product is [CH3:1][O:2][C:3]1[CH:4]=[C:5]([CH:11]2[CH2:16][CH:15]([C:17]([F:20])([F:18])[F:19])[N:14]3[N:21]=[C:22]([CH:24]4[CH2:29][CH2:28][N:27]([C:30]([O:32][C:33]([CH3:36])([CH3:35])[CH3:34])=[O:31])[CH:26]([CH3:37])[CH2:25]4)[CH:23]=[C:13]3[NH:12]2)[CH:6]=[CH:7][C:8]=1[O:9][CH3:10]. The yield is 0.590.